This data is from Forward reaction prediction with 1.9M reactions from USPTO patents (1976-2016). The task is: Predict the product of the given reaction. (1) The product is: [Cl:29][C:30]1[CH:36]=[C:35]([O:37][C:38]2[C:39]3[N:46]([CH3:47])[CH:45]=[CH:44][C:40]=3[N:41]=[CH:42][N:43]=2)[CH:34]=[CH:33][C:31]=1[NH:32][C:20]([NH:4][C:3]1[CH:5]=[C:6]([C:9]([F:10])([F:11])[F:12])[CH:7]=[CH:8][C:2]=1[Cl:1])=[O:21]. Given the reactants [Cl:1][C:2]1[CH:8]=[CH:7][C:6]([C:9]([F:12])([F:11])[F:10])=[CH:5][C:3]=1[NH2:4].N1C=CC=CC=1.Cl[C:20](OC1C=CC=CC=1)=[O:21].[Cl:29][C:30]1[CH:36]=[C:35]([O:37][C:38]2[C:39]3[N:46]([CH3:47])[CH:45]=[CH:44][C:40]=3[N:41]=[CH:42][N:43]=2)[CH:34]=[CH:33][C:31]=1[NH2:32], predict the reaction product. (2) Given the reactants [F:1][CH2:2][CH2:3][OH:4].[Cl:5][C:6]1[CH:11]=[N:10][CH:9]=[C:8](Cl)[N:7]=1, predict the reaction product. The product is: [Cl:5][C:6]1[CH:11]=[N:10][CH:9]=[C:8]([O:4][CH2:3][CH2:2][F:1])[N:7]=1. (3) Given the reactants B(F)(F)F.[CH3:5][CH2:6][O:7]CC.[C:10]([O:13][C@H:14]1[O:31][C@H:30]([CH2:32][O:33][C:34](=O)[CH3:35])[C@@H:25]([O:26][C:27](=[O:29])[CH3:28])[C@H:20]([O:21][C:22](=[O:24])[CH3:23])[C@@H:15]1[O:16]C(=O)C)(=[O:12])[CH3:11].[CH2:37](O)C#C.C(=O)([O-])[O-].[K+].[K+], predict the reaction product. The product is: [C:6]([O:31][C@H:30]1[C@@H:25]([O:26][C:27](=[O:29])[CH3:28])[C@H:20]([O:21][C:22](=[O:24])[CH3:23])[C@@H:15]([CH2:14][O:13][C:10](=[O:12])[CH3:11])[O:16][C@@H:32]1[O:33][CH2:34][C:35]#[CH:37])(=[O:7])[CH3:5]. (4) Given the reactants CC1(C)CCCC(C)(C)N1.[Li]CCCC.[F:16][C:17]1[CH:24]=[C:23]([CH3:25])[CH:22]=[CH:21][C:18]=1[C:19]#[N:20].[I:26]I, predict the reaction product. The product is: [F:16][C:17]1[C:24]([I:26])=[C:23]([CH3:25])[CH:22]=[CH:21][C:18]=1[C:19]#[N:20]. (5) The product is: [C:16]([C:13]1[CH:12]=[CH:11][C:10]([CH:9]2[N:4]3[N:3]=[C:2]([N:1]4[C:25](=[O:26])[C:24]5[C:23](=[CH:31][CH:30]=[CH:29][CH:28]=5)[C:22]4=[O:27])[N:21]=[C:5]3[NH:6][C:7]([CH3:20])=[C:8]2[C:18]#[N:19])=[CH:15][CH:14]=1)#[N:17]. Given the reactants [NH2:1][C:2]1[N:21]=[C:5]2[NH:6][C:7]([CH3:20])=[C:8]([C:18]#[N:19])[CH:9]([C:10]3[CH:15]=[CH:14][C:13]([C:16]#[N:17])=[CH:12][CH:11]=3)[N:4]2[N:3]=1.[C:22]1(=O)[O:27][C:25](=[O:26])[C:24]2=[CH:28][CH:29]=[CH:30][CH:31]=[C:23]12.C(N(CC)CC)C, predict the reaction product. (6) Given the reactants [Cl:1][C:2]1[CH:3]=[C:4]([CH:37]=[CH:38][CH:39]=1)[CH2:5][N:6]([CH:16]1[CH2:21][CH2:20][N:19]([CH:22]([CH3:36])[CH2:23][CH2:24][NH:25][C:26](=[O:35])[C:27]2[C:32]([CH3:33])=[CH:31][CH:30]=[CH:29][C:28]=2[CH3:34])[CH2:18][CH2:17]1)[C:7]1[CH:15]=[CH:14][C:10]([C:11]([OH:13])=O)=[CH:9][CH:8]=1.[CH3:40][NH:41][CH3:42], predict the reaction product. The product is: [Cl:1][C:2]1[CH:3]=[C:4]([CH:37]=[CH:38][CH:39]=1)[CH2:5][N:6]([C:7]1[CH:8]=[CH:9][C:10]([C:11](=[O:13])[N:41]([CH3:42])[CH3:40])=[CH:14][CH:15]=1)[CH:16]1[CH2:21][CH2:20][N:19]([CH:22]([CH3:36])[CH2:23][CH2:24][NH:25][C:26](=[O:35])[C:27]2[C:28]([CH3:34])=[CH:29][CH:30]=[CH:31][C:32]=2[CH3:33])[CH2:18][CH2:17]1. (7) Given the reactants [OH-].[Li+].[Cl:3][C:4]1[C:8]([Cl:9])=[C:7]([CH3:10])[NH:6][C:5]=1[C:11]([NH:13][CH:14]1[CH2:19][CH2:18][N:17]([CH:20]2[CH2:24][NH:23][C@H:22]([C:25]([O:27]C)=[O:26])[CH2:21]2)[CH2:16][CH2:15]1)=[O:12].Cl, predict the reaction product. The product is: [Cl:3][C:4]1[C:8]([Cl:9])=[C:7]([CH3:10])[NH:6][C:5]=1[C:11]([NH:13][CH:14]1[CH2:15][CH2:16][N:17]([CH:20]2[CH2:24][NH:23][C@H:22]([C:25]([OH:27])=[O:26])[CH2:21]2)[CH2:18][CH2:19]1)=[O:12]. (8) Given the reactants [CH3:1][O:2][C:3]1[C:8]([C:9]([OH:11])=O)=[CH:7][C:6]([C:12]([NH2:14])=[O:13])=[CH:5][CH:4]=1.[CH3:15][O:16][C:17]1[CH:23]=[C:22]([O:24][CH3:25])[CH:21]=[CH:20][C:18]=1[NH2:19], predict the reaction product. The product is: [CH3:15][O:16][C:17]1[CH:23]=[C:22]([O:24][CH3:25])[CH:21]=[CH:20][C:18]=1[NH:19][C:9](=[O:11])[C:8]1[CH:7]=[C:6]([CH:5]=[CH:4][C:3]=1[O:2][CH3:1])[C:12]([NH2:14])=[O:13]. (9) Given the reactants [F:1][C:2]([F:15])([F:14])[C:3]1[CH:9]=[CH:8][C:7]([C:10]([F:13])([F:12])[F:11])=[CH:6][C:4]=1[NH2:5].C[O:17][CH:18]1[CH:22]([CH:23]=O)[CH2:21][CH:20](OC)O1, predict the reaction product. The product is: [F:1][C:2]([F:14])([F:15])[C:3]1[CH:9]=[CH:8][C:7]([C:10]([F:12])([F:11])[F:13])=[CH:6][C:4]=1[N:5]1[CH:20]=[CH:21][C:22]([CH:18]=[O:17])=[CH:23]1.